This data is from Reaction yield outcomes from USPTO patents with 853,638 reactions. The task is: Predict the reaction yield, written as a fraction of the theoretical maximum amount of product (1.0 means a 100% yield; for example, 0.34 means a 34% yield). (1) The reactants are [NH2:1][CH:2]([C:4]1[CH:9]=[C:8]([CH:10]=[CH2:11])[C:7]([NH:12][S:13]([CH3:16])(=[O:15])=[O:14])=[C:6]([F:17])[CH:5]=1)[CH3:3].[C:18]([C:22]1[CH:27]=[CH:26][C:25]([CH:28]=[CH:29][C:30](O)=[O:31])=[C:24](NCCC(C)C)[CH:23]=1)([CH3:21])([CH3:20])[CH3:19].CCOC(OC(OCC)=O)=O. The catalyst is CN(C=O)C. The product is [C:18]([C:22]1[CH:23]=[CH:24][C:25]([CH:28]=[CH:29][C:30]([NH:1][C@@H:2]([C:4]2[CH:9]=[C:8]([CH:10]=[CH2:11])[C:7]([NH:12][S:13]([CH3:16])(=[O:15])=[O:14])=[C:6]([F:17])[CH:5]=2)[CH3:3])=[O:31])=[CH:26][CH:27]=1)([CH3:21])([CH3:19])[CH3:20]. The yield is 1.00. (2) The reactants are ClC(Cl)(O[C:5](=[O:11])OC(Cl)(Cl)Cl)Cl.[NH2:13][C:14]1[C:15]([F:34])=[C:16]([CH:31]=[CH:32][CH:33]=1)[CH2:17][N:18]1[CH2:23][CH2:22][N:21]([C:24]([O:26][C:27]([CH3:30])([CH3:29])[CH3:28])=[O:25])[CH2:20][CH2:19]1.CCN(C(C)C)C(C)C.[NH2:44][C:45]1[CH:50]=[CH:49][N:48]=[C:47]([CH3:51])[CH:46]=1. The catalyst is C1COCC1.CCOC(C)=O. The product is [F:34][C:15]1[C:14]([NH:13][C:5]([NH:44][C:45]2[CH:50]=[CH:49][N:48]=[C:47]([CH3:51])[CH:46]=2)=[O:11])=[CH:33][CH:32]=[CH:31][C:16]=1[CH2:17][N:18]1[CH2:19][CH2:20][N:21]([C:24]([O:26][C:27]([CH3:30])([CH3:29])[CH3:28])=[O:25])[CH2:22][CH2:23]1. The yield is 0.430.